Dataset: Catalyst prediction with 721,799 reactions and 888 catalyst types from USPTO. Task: Predict which catalyst facilitates the given reaction. Reactant: [ClH:1].[OH:2][C@H:3]1[CH2:7][NH:6][C@H:5]([C:8]([NH:10][CH2:11][C:12]2[CH:17]=[CH:16][C:15]([C:18]3[S:22][CH:21]=[N:20][C:19]=3[CH3:23])=[CH:14][CH:13]=2)=[O:9])[CH2:4]1.C(O[C:29]([N:31](C)[C@@H:32]([CH:36]([CH3:38])[CH3:37])[C:33](O)=[O:34])=O)(C)(C)C.CCN(C(C)C)C(C)C.CN(C(ON1N=NC2C=CC=NC1=2)=[N+](C)C)C.F[P-](F)(F)(F)(F)F.Cl.O1CCOCC1. Product: [ClH:1].[OH:2][C@H:3]1[CH2:7][N:6]([C:33](=[O:34])[C@@H:32]([NH:31][CH3:29])[CH:36]([CH3:38])[CH3:37])[C@H:5]([C:8]([NH:10][CH2:11][C:12]2[CH:13]=[CH:14][C:15]([C:18]3[S:22][CH:21]=[N:20][C:19]=3[CH3:23])=[CH:16][CH:17]=2)=[O:9])[CH2:4]1. The catalyst class is: 3.